Predict the product of the given reaction. From a dataset of Forward reaction prediction with 1.9M reactions from USPTO patents (1976-2016). (1) Given the reactants [CH3:1][N:2]1[C:11]2[C:6](=[CH:7][C:8]([C:12]#[C:13][CH2:14][C:15]3[CH:20]=[CH:19][CH:18]=[CH:17][CH:16]=3)=[CH:9][CH:10]=2)[C:5](=[O:21])[N:4]([CH2:22][C:23]2[CH:31]=[CH:30][C:26]([C:27](Cl)=[O:28])=[CH:25][CH:24]=2)[C:3]1=[O:32].[H-].[Al+3].[Li+].[H-].[H-].[H-], predict the reaction product. The product is: [OH:28][CH2:27][C:26]1[CH:25]=[CH:24][C:23]([CH2:22][N:4]2[C:5](=[O:21])[C:6]3[C:11](=[CH:10][CH:9]=[C:8]([C:12]#[C:13][CH2:14][C:15]4[CH:16]=[CH:17][CH:18]=[CH:19][CH:20]=4)[CH:7]=3)[N:2]([CH3:1])[C:3]2=[O:32])=[CH:31][CH:30]=1. (2) Given the reactants [F:1][C:2]1[CH:7]=[CH:6][C:5]([N:8]2[C:16]3[CH:15]=[C:14]([CH3:17])[C@:13]([CH2:19][CH2:20][C:21]([NH:23][C:24]4[S:25][CH:26]=N[N:28]=4)=[O:22])([CH3:18])[CH2:12][C:11]=3[CH:10]=[N:9]2)=[CH:4][CH:3]=1.N[C:30]1SC=NN=1.NC1SC=CN=1, predict the reaction product. The product is: [F:1][C:2]1[CH:7]=[CH:6][C:5]([N:8]2[C:16]3[CH:15]=[C:14]([CH3:17])[C@:13]([CH2:19][CH2:20][C:21]([NH:23][C:24]4[S:25][CH:26]=[CH:30][N:28]=4)=[O:22])([CH3:18])[CH2:12][C:11]=3[CH:10]=[N:9]2)=[CH:4][CH:3]=1.